Dataset: Reaction yield outcomes from USPTO patents with 853,638 reactions. Task: Predict the reaction yield, written as a fraction of the theoretical maximum amount of product (1.0 means a 100% yield; for example, 0.34 means a 34% yield). (1) The reactants are [F:1][C:2]([F:7])([F:6])[C:3]([OH:5])=[O:4].[CH2:8]([O:12][C:13]1([C:24]2[CH:29]=[CH:28][CH:27]=[CH:26][C:25]=2[F:30])[CH2:16][N:15](C(OC(C)(C)C)=O)[CH2:14]1)[CH2:9][CH2:10][CH3:11]. The catalyst is ClCCl. The product is [F:1][C:2]([F:7])([F:6])[C:3]([OH:5])=[O:4].[CH2:8]([O:12][C:13]1([C:24]2[CH:29]=[CH:28][CH:27]=[CH:26][C:25]=2[F:30])[CH2:14][NH:15][CH2:16]1)[CH2:9][CH2:10][CH3:11]. The yield is 1.00. (2) The reactants are [C:1]([O:5][C:6](=[O:38])[NH:7][C:8]1([C:12]2[CH:17]=[CH:16][C:15]([C:18]3[C:19](=[O:37])[C:20]4[C:25]([O:26][C:27]=3[C:28]3[CH:33]=[CH:32][CH:31]=[CH:30][CH:29]=3)=[C:24]3[NH:34][N:35]=[CH:36][C:23]3=[CH:22][CH:21]=4)=[CH:14][CH:13]=2)[CH2:11][CH2:10][CH2:9]1)([CH3:4])([CH3:3])[CH3:2].[OH-].[K+].[I:41]I.S([O-])([O-])(=O)=S.[Na+].[Na+]. The catalyst is CN(C=O)C. The product is [C:1]([O:5][C:6](=[O:38])[NH:7][C:8]1([C:12]2[CH:13]=[CH:14][C:15]([C:18]3[C:19](=[O:37])[C:20]4[C:25]([O:26][C:27]=3[C:28]3[CH:29]=[CH:30][CH:31]=[CH:32][CH:33]=3)=[C:24]3[NH:34][N:35]=[C:36]([I:41])[C:23]3=[CH:22][CH:21]=4)=[CH:16][CH:17]=2)[CH2:11][CH2:10][CH2:9]1)([CH3:4])([CH3:2])[CH3:3]. The yield is 0.0700. (3) The reactants are C([O:5][C:6](=[O:22])[CH2:7][C@@H:8]([CH2:19][CH2:20][CH3:21])[C:9]([O:11][CH2:12][C:13]1[CH:18]=[CH:17][CH:16]=[CH:15][CH:14]=1)=[O:10])(C)(C)C.FC(F)(F)C(O)=O. The catalyst is C(Cl)Cl. The product is [CH2:12]([O:11][C:9](=[O:10])[C@H:8]([CH2:19][CH2:20][CH3:21])[CH2:7][C:6]([OH:22])=[O:5])[C:13]1[CH:18]=[CH:17][CH:16]=[CH:15][CH:14]=1. The yield is 0.990. (4) The reactants are CCN(C(C)C)C(C)C.[C:10]1([C:16]2[CH:17]=[CH:18][C:19]([NH:22][C:23](=[O:28])[CH2:24][C:25]([OH:27])=O)=[N:20][CH:21]=2)[CH:15]=[CH:14][CH:13]=[CH:12][CH:11]=1.CCN=C=NCCCN(C)C.C1C=CC2N(O)N=NC=2C=1.Cl.[N:51]1([C:57]([C:59]2[CH:64]=[C:63]([F:65])[C:62]([F:66])=[C:61]([F:67])[CH:60]=2)=[O:58])[CH2:56][CH2:55][NH:54][CH2:53][CH2:52]1. The yield is 0.150. The catalyst is CN(C=O)C.O. The product is [O:27]=[C:25]([N:54]1[CH2:55][CH2:56][N:51]([C:57](=[O:58])[C:59]2[CH:64]=[C:63]([F:65])[C:62]([F:66])=[C:61]([F:67])[CH:60]=2)[CH2:52][CH2:53]1)[CH2:24][C:23]([NH:22][C:19]1[CH:18]=[CH:17][C:16]([C:10]2[CH:11]=[CH:12][CH:13]=[CH:14][CH:15]=2)=[CH:21][N:20]=1)=[O:28].